From a dataset of Peptide-MHC class I binding affinity with 185,985 pairs from IEDB/IMGT. Regression. Given a peptide amino acid sequence and an MHC pseudo amino acid sequence, predict their binding affinity value. This is MHC class I binding data. (1) The peptide sequence is MGKTITDVK. The binding affinity (normalized) is 0.0847. The MHC is HLA-A68:02 with pseudo-sequence HLA-A68:02. (2) The peptide sequence is LSDIISAEK. The MHC is HLA-A68:01 with pseudo-sequence HLA-A68:01. The binding affinity (normalized) is 0.518.